Dataset: Reaction yield outcomes from USPTO patents with 853,638 reactions. Task: Predict the reaction yield, written as a fraction of the theoretical maximum amount of product (1.0 means a 100% yield; for example, 0.34 means a 34% yield). The reactants are [NH2:1][C@@H:2]1[C:11]2[C:6](=[CH:7][CH:8]=[CH:9][CH:10]=2)[C@H:5]([OH:12])[CH2:4][CH2:3]1.[H-].[Na+].[CH2:15]1[C:17]2([CH2:22][CH2:21][CH2:20][CH2:19][N:18]2[C:23]2[N:27]3[CH:28]=[C:29](F)[CH:30]=[CH:31][C:26]3=[N:25][N:24]=2)[CH2:16]1.O. The catalyst is CN(C=O)C. The product is [CH2:16]1[C:17]2([CH2:22][CH2:21][CH2:20][CH2:19][N:18]2[C:23]2[N:27]3[CH:28]=[C:29]([O:12][C@H:5]4[C:6]5[C:11](=[CH:10][CH:9]=[CH:8][CH:7]=5)[C@@H:2]([NH2:1])[CH2:3][CH2:4]4)[CH:30]=[CH:31][C:26]3=[N:25][N:24]=2)[CH2:15]1. The yield is 0.630.